Dataset: Drug-target binding data from BindingDB using Ki measurements. Task: Regression. Given a target protein amino acid sequence and a drug SMILES string, predict the binding affinity score between them. We predict pKi (pKi = -log10(Ki in M); higher means stronger inhibition). Dataset: bindingdb_ki. (1) The small molecule is CN(C)CCCC1(c2ccc(F)cc2)OCc2cc(C#N)ccc21. The target is MLLARMKPQVQPELGGADQ. The pKi is 5.1. (2) The drug is C[C@@H]1C(=O)O[C@H]2[C@H](O)[C@@]34[C@H]5C[C@@H](C(C)(C)C)[C@]36[C@@H](OC(=O)[C@@H]6O)O[C@@]4(C(=O)O5)[C@@]12O. The target protein (P21556) has sequence MELNSSSRVDSEFRYTLFPIVYSIIFVLGIIANGYVLWVFARLYPSKKLNEIKIFMVNLTVADLLFLITLPLWIVYYSNQGNWFLPKFLCNLAGCLFFINTYCSVAFLGVITYNRFQAVKYPIKTAQATTRKRGIALSLVIWVAIVAAASYFLVMDSTNVVSNKAGSGNITRCFEHYEKGSKPVLIIHICIVLGFFIVFLLILFCNLVIIHTLLRQPVKQQRNAEVRRRALWMVCTVLAVFVICFVPHHMVQLPWTLAELGMWPSSNHQAINDAHQVTLCLLSTNCVLDPVIYCFLTKKFRKHLSEKLNIMRSSQKCSRVTTDTGTEMAIPINHTPVNPIKN. The pKi is 6.1. (3) The drug is C[C@]12CC[C@@H]3c4ccccc4CC[C@H]3[C@@H]1CC[C@@H]2O. The target protein sequence is MNSSKSAYLDYFGRIHGILLYKKFIEYWNDVETFEARPDDLVIVTYPKSGTTWVSEIVYMIYTEGDVEKCKEDTIFNRIPYLECRTENVMNGVKQLKQMASPRIVKSHLPPELLPVSFWEKNCKIIYVCRNAKDVVVSYYYFFLMVTANPDPGSFQDFVEKFMDGEVPYGSWYKHTKSWWEKRTNPQVLFIFYEDMKENIRKEVMRLIEFLGRKASDELVDKIIKHTSFQEMKNNPSTNYTTLPDEVMNQKVSAFMRKGIAGDWKNYFTVALNEKFDIHYEQQMKGSTLKLRTEI. The pKi is 4.8.